From a dataset of Full USPTO retrosynthesis dataset with 1.9M reactions from patents (1976-2016). Predict the reactants needed to synthesize the given product. (1) Given the product [ClH:1].[Cl:1][C:2]1[C:3]([NH:12][C@H:13]2[CH2:17][CH2:16][CH2:15][C@@H:14]2[NH2:18])=[N:4][CH:5]=[C:6]([C:8]([F:11])([F:9])[F:10])[CH:7]=1, predict the reactants needed to synthesize it. The reactants are: [Cl:1][C:2]1[C:3]([NH:12][C@H:13]2[CH2:17][CH2:16][CH2:15][C@@H:14]2[NH:18]C(=O)OC(C)(C)C)=[N:4][CH:5]=[C:6]([C:8]([F:11])([F:10])[F:9])[CH:7]=1.Cl. (2) The reactants are: [Cl:1][C:2]1[CH:7]=[CH:6][C:5]([C:8]2[N:13]=[CH:12][C:11]([OH:14])=[CH:10][N:9]=2)=[CH:4][CH:3]=1.[CH2:15]([O:17][C:18]([C:20]1([CH2:35]I)[CH2:24][CH2:23][N:22]([C:25](=[O:34])[C:26]2[CH:31]=[CH:30][CH:29]=[CH:28][C:27]=2[O:32][CH3:33])[CH2:21]1)=[O:19])[CH3:16]. Given the product [CH2:15]([O:17][C:18]([C:20]1([CH2:35][O:14][C:11]2[CH:12]=[N:13][C:8]([C:5]3[CH:4]=[CH:3][C:2]([Cl:1])=[CH:7][CH:6]=3)=[N:9][CH:10]=2)[CH2:24][CH2:23][N:22]([C:25](=[O:34])[C:26]2[CH:31]=[CH:30][CH:29]=[CH:28][C:27]=2[O:32][CH3:33])[CH2:21]1)=[O:19])[CH3:16], predict the reactants needed to synthesize it.